Task: Predict the product of the given reaction.. Dataset: Forward reaction prediction with 1.9M reactions from USPTO patents (1976-2016) (1) Given the reactants [O:1]1[CH2:6][CH2:5][N:4]([CH2:7][CH2:8][N:9]([C:14]2[CH:22]=[CH:21][CH:20]=[C:19]3[C:15]=2[C:16](=[O:32])[N:17]([CH2:24][C:25]([O:27]C(C)(C)C)=[O:26])[C:18]3=[O:23])[S:10]([CH3:13])(=[O:12])=[O:11])[CH2:3][CH2:2]1.[C:33]([OH:39])([C:35]([F:38])([F:37])[F:36])=[O:34], predict the reaction product. The product is: [F:36][C:35]([F:38])([F:37])[C:33]([OH:39])=[O:34].[O:1]1[CH2:6][CH2:5][N:4]([CH2:7][CH2:8][N:9]([C:14]2[CH:22]=[CH:21][CH:20]=[C:19]3[C:15]=2[C:16](=[O:32])[N:17]([CH2:24][C:25]([OH:27])=[O:26])[C:18]3=[O:23])[S:10]([CH3:13])(=[O:12])=[O:11])[CH2:3][CH2:2]1. (2) Given the reactants [CH2:1]([O:3][C:4]([C:6]1[CH2:7][N:8](CC2C=CC=CC=2)[CH2:9][C:10]([F:30])([F:29])[C:11]=1[C:12]1[CH:17]=[CH:16][C:15]([CH2:18][CH2:19][CH2:20][O:21][Si](C(C)(C)C)(C)C)=[CH:14][CH:13]=1)=[O:5])[CH3:2].[CH3:50][C:49]([O:48][C:46](O[C:46]([O:48][C:49]([CH3:52])([CH3:51])[CH3:50])=[O:47])=[O:47])([CH3:52])[CH3:51].N#N, predict the reaction product. The product is: [CH2:1]([O:3][C:4]([C:6]1[CH2:7][N:8]([C:46]([O:48][C:49]([CH3:50])([CH3:51])[CH3:52])=[O:47])[CH2:9][C:10]([F:30])([F:29])[C:11]=1[C:12]1[CH:17]=[CH:16][C:15]([CH2:18][CH2:19][CH2:20][OH:21])=[CH:14][CH:13]=1)=[O:5])[CH3:2].